Dataset: Full USPTO retrosynthesis dataset with 1.9M reactions from patents (1976-2016). Task: Predict the reactants needed to synthesize the given product. (1) Given the product [NH2:2][C:1]1[S:7][CH:8]=[CH:9][C:3]=1[C:4]([NH2:6])=[O:5], predict the reactants needed to synthesize it. The reactants are: [C:1]([CH2:3][C:4]([NH2:6])=[O:5])#[N:2].[S:7]1CC(O)S[CH2:9][CH:8]1O. (2) Given the product [C:19]([CH2:18][C:14]1[CH:13]=[C:12]([CH:17]=[CH:16][CH:15]=1)[CH2:11][N:8]1[C:7]([OH:23])=[N:6][C:5]2[C:9]1=[N:10][C:2]([Cl:1])=[N:3][C:4]=2[NH2:24])([OH:21])=[O:20], predict the reactants needed to synthesize it. The reactants are: [Cl:1][C:2]1[N:10]=[C:9]2[C:5]([N:6]=[C:7]([OH:23])[N:8]2[CH2:11][C:12]2[CH:17]=[CH:16][CH:15]=[C:14]([CH2:18][C:19]([O:21]C)=[O:20])[CH:13]=2)=[C:4]([NH2:24])[N:3]=1.Cl. (3) Given the product [CH3:1][C:2]1[CH:3]=[CH:4][C:5]2[N:6]([CH:8]=[C:9]([C:11]3[CH:16]=[CH:15][C:14]([NH2:17])=[CH:13][CH:12]=3)[N:10]=2)[CH:7]=1, predict the reactants needed to synthesize it. The reactants are: [CH3:1][C:2]1[CH:3]=[CH:4][C:5]2[N:6]([CH:8]=[C:9]([C:11]3[CH:16]=[CH:15][C:14]([N+:17]([O-])=O)=[CH:13][CH:12]=3)[N:10]=2)[CH:7]=1.O.O.[Sn](Cl)Cl.